Task: Predict the reaction yield, written as a fraction of the theoretical maximum amount of product (1.0 means a 100% yield; for example, 0.34 means a 34% yield).. Dataset: Reaction yield outcomes from USPTO patents with 853,638 reactions The product is [Cl:1][C:2]1[CH:9]=[C:8]2[C:5]([CH:6]=[N:22][NH:23]2)=[C:4]([F:11])[CH:3]=1. The catalyst is COCCOC.C(OCC)(=O)C.O. The reactants are [Cl:1][C:2]1[CH:9]=[C:8](F)[C:5]([CH:6]=O)=[C:4]([F:11])[CH:3]=1.Cl.CON.C(=O)([O-])[O-].[K+].[K+].[NH2:22][NH2:23]. The yield is 0.490.